Dataset: Forward reaction prediction with 1.9M reactions from USPTO patents (1976-2016). Task: Predict the product of the given reaction. Given the reactants [C:1]([NH:5][C:6]([C:8]1[CH:9]=[C:10]([CH:14]([N:18]2[CH2:23][CH2:22][N:21](C(OC(C)(C)C)=O)[CH2:20][CH2:19]2)[CH:15]([CH3:17])[CH3:16])[CH:11]=[CH:12][CH:13]=1)=[O:7])([CH3:4])([CH3:3])[CH3:2].Cl, predict the reaction product. The product is: [C:1]([NH:5][C:6](=[O:7])[C:8]1[CH:13]=[CH:12][CH:11]=[C:10]([CH:14]([N:18]2[CH2:19][CH2:20][NH:21][CH2:22][CH2:23]2)[CH:15]([CH3:17])[CH3:16])[CH:9]=1)([CH3:3])([CH3:4])[CH3:2].